From a dataset of Full USPTO retrosynthesis dataset with 1.9M reactions from patents (1976-2016). Predict the reactants needed to synthesize the given product. Given the product [CH3:16][N:17]1[CH:21]=[C:20]([C:2]2[CH:3]=[CH:4][CH:5]=[C:6]3[C:10]=2[NH:9][C:8]([C:11]([O:13][CH2:14][CH3:15])=[O:12])=[CH:7]3)[CH:19]=[N:18]1, predict the reactants needed to synthesize it. The reactants are: Br[C:2]1[CH:3]=[CH:4][CH:5]=[C:6]2[C:10]=1[NH:9][C:8]([C:11]([O:13][CH2:14][CH3:15])=[O:12])=[CH:7]2.[CH3:16][N:17]1[CH:21]=[C:20](B2OC(C)(C)C(C)(C)O2)[CH:19]=[N:18]1.[O-]P([O-])([O-])=O.[K+].[K+].[K+].